This data is from Forward reaction prediction with 1.9M reactions from USPTO patents (1976-2016). The task is: Predict the product of the given reaction. Given the reactants [C:1]([C:5]1[CH:6]=[C:7]([C:11]2[NH:30][C:14]3[C:15]([Cl:29])=[N:16][C:17]([C:19]4[CH:24]=[CH:23][CH:22]=[CH:21][C:20]=4[C:25]([F:28])([F:27])[F:26])=[CH:18][C:13]=3[N:12]=2)[N:8]([CH3:10])[N:9]=1)([CH3:4])([CH3:3])[CH3:2].C(Cl)[Cl:32], predict the reaction product. The product is: [C:1]([C:5]1[C:6]([Cl:32])=[C:7]([C:11]2[NH:30][C:14]3[C:15]([Cl:29])=[N:16][C:17]([C:19]4[CH:24]=[CH:23][CH:22]=[CH:21][C:20]=4[C:25]([F:27])([F:28])[F:26])=[CH:18][C:13]=3[N:12]=2)[N:8]([CH3:10])[N:9]=1)([CH3:4])([CH3:2])[CH3:3].